This data is from Forward reaction prediction with 1.9M reactions from USPTO patents (1976-2016). The task is: Predict the product of the given reaction. (1) The product is: [NH2:14][C@H:15]1[CH2:45][CH2:44][C:18]2[N:19]=[C:20]([NH:22][C:23](=[O:43])[C:24]3[CH:29]=[CH:28][CH:27]=[C:26]([O:30][CH2:31][C:32](=[O:42])[NH:33][C:34]4[CH:35]=[CH:36][C:37]([C:40]#[N:41])=[CH:38][CH:39]=4)[CH:25]=3)[S:21][C:17]=2[CH2:16]1. Given the reactants FC(F)(F)C(O)=O.C(OC(=O)[NH:14][C@H:15]1[CH2:45][CH2:44][C:18]2[N:19]=[C:20]([NH:22][C:23](=[O:43])[C:24]3[CH:29]=[CH:28][CH:27]=[C:26]([O:30][CH2:31][C:32](=[O:42])[NH:33][C:34]4[CH:39]=[CH:38][C:37]([C:40]#[N:41])=[CH:36][CH:35]=4)[CH:25]=3)[S:21][C:17]=2[CH2:16]1)(C)(C)C, predict the reaction product. (2) Given the reactants [CH3:1][O:2][CH2:3]Br.[CH:5](N(CC)C(C)C)(C)C.[OH2:14].[NH2:15][C:16]1[CH:21]=[CH:20][CH:19]=[CH:18][N:17]=1, predict the reaction product. The product is: [CH3:5][O:14][CH2:1][O:2][CH2:3][C:19]1[CH:20]=[CH:21][C:16]([NH2:15])=[N:17][CH:18]=1. (3) Given the reactants [NH2:1][C:2]1[S:6][C:5]([NH:7][C:8]2[CH:17]=[CH:16][C:15]3[C:10](=[CH:11][CH:12]=[CH:13][CH:14]=3)[CH:9]=2)=[N:4][C:3]=1[C:18]([O:20][CH2:21][CH3:22])=[O:19].[S:23]1[CH:27]=[CH:26][C:25]([C:28](Cl)=[O:29])=[CH:24]1, predict the reaction product. The product is: [CH:9]1[C:10]2[C:15](=[CH:14][CH:13]=[CH:12][CH:11]=2)[CH:16]=[CH:17][C:8]=1[NH:7][C:5]1[S:6][C:2]([NH:1][C:28]([C:25]2[CH:26]=[CH:27][S:23][CH:24]=2)=[O:29])=[C:3]([C:18]([O:20][CH2:21][CH3:22])=[O:19])[N:4]=1. (4) The product is: [C:37]([NH:15][C:13]([C:11]1[C:10]([O:16][CH2:17][C:18]2[CH:19]=[CH:20][C:21]([O:24][CH2:25][C:26]3[N:27]=[C:28]([C:32]4[O:33][CH:34]=[CH:35][CH:36]=4)[O:29][C:30]=3[CH3:31])=[CH:22][CH:23]=2)=[N:9][N:8]([CH2:1][C:2]2[CH:7]=[CH:6][CH:5]=[CH:4][CH:3]=2)[CH:12]=1)=[O:14])(=[O:39])[CH3:38]. Given the reactants [CH2:1]([N:8]1[CH:12]=[C:11]([C:13]([NH2:15])=[O:14])[C:10]([O:16][CH2:17][C:18]2[CH:23]=[CH:22][C:21]([O:24][CH2:25][C:26]3[N:27]=[C:28]([C:32]4[O:33][CH:34]=[CH:35][CH:36]=4)[O:29][C:30]=3[CH3:31])=[CH:20][CH:19]=2)=[N:9]1)[C:2]1[CH:7]=[CH:6][CH:5]=[CH:4][CH:3]=1.[C:37](OC(=O)C)(=[O:39])[CH3:38], predict the reaction product. (5) Given the reactants [CH:1]([C:4]1[C:8]([CH2:9][OH:10])=[CH:7][N:6]([C:11]2[CH:16]=[CH:15][C:14]([C:17]([F:20])([F:19])[F:18])=[CH:13][N:12]=2)[N:5]=1)([CH3:3])[CH3:2], predict the reaction product. The product is: [CH:1]([C:4]1[C:8]([CH:9]=[O:10])=[CH:7][N:6]([C:11]2[CH:16]=[CH:15][C:14]([C:17]([F:18])([F:20])[F:19])=[CH:13][N:12]=2)[N:5]=1)([CH3:3])[CH3:2]. (6) The product is: [CH2:54]([O:53][C:52](=[O:20])/[CH:51]=[C:13](\[CH3:14])/[C:12]#[C:11][C:6]1[CH:7]=[C:2]([Cl:1])[CH:3]=[C:4]([Cl:8])[CH:5]=1)[CH3:50]. Given the reactants [Cl:1][C:2]1(C#C)[CH:7]=[CH:6][CH:5]=[C:4]([Cl:8])[CH2:3]1.[C:11](OCC)(=O)[C:12]#[C:13][CH3:14].C[O:20]C1C=CC=C(OC)C=1P(C1C(OC)=CC=CC=1OC)C1C(OC)=CC=CC=1OC.[CH2:50]1[CH2:54][O:53][CH2:52][CH2:51]1, predict the reaction product. (7) Given the reactants [C:1]([NH:8][C@H:9]([C:14]([OH:16])=[O:15])[C:10]([CH3:13])([CH3:12])[CH3:11])([O:3][C:4]([CH3:7])([CH3:6])[CH3:5])=[O:2].C(N(CC)C(C)C)(C)C.CCN=C=NCCCN(C)C.[ClH:37].C1C=CC2N(O)N=NC=2C=1.Cl.[NH2:49][CH2:50][C:51]([NH2:53])=[O:52].[O-][Mn](=O)(=O)=O.[K+].II, predict the reaction product. The product is: [ClH:37].[NH2:8][C@@H:9]([C:10]([CH3:11])([CH3:12])[CH3:13])[C:14]([NH:49][CH2:50][C:51](=[O:52])[NH2:53])=[O:16].[C:4]([O:3][C:1](=[O:2])[NH:8][C@H:9]([C:14](=[O:15])[NH:49][CH2:50][C:51](=[O:52])[NH2:53])[C:10]([CH3:13])([CH3:12])[CH3:11])([CH3:7])([CH3:5])[CH3:6].